From a dataset of Forward reaction prediction with 1.9M reactions from USPTO patents (1976-2016). Predict the product of the given reaction. (1) Given the reactants [Br:1][C:2]1[CH:9]=[CH:8][C:7]([CH2:10]Br)=[CH:6][C:3]=1[C:4]#[N:5].[CH3:12][S-:13].[Na+], predict the reaction product. The product is: [Br:1][C:2]1[CH:9]=[CH:8][C:7]([CH2:10][S:13][CH3:12])=[CH:6][C:3]=1[C:4]#[N:5]. (2) The product is: [Br:40][CH2:8][C:6]1[C:5]2[C:9]([O:31][CH3:32])=[N:10][N:11]([C:12]([C:13]3[CH:18]=[CH:17][CH:16]=[CH:15][CH:14]=3)([C:19]3[CH:20]=[CH:21][CH:22]=[CH:23][CH:24]=3)[C:25]3[CH:26]=[CH:27][CH:28]=[CH:29][CH:30]=3)[C:4]=2[CH:3]=[C:2]([Cl:1])[N:7]=1. Given the reactants [Cl:1][C:2]1[N:7]=[C:6]([CH3:8])[C:5]2[C:9]([O:31][CH3:32])=[N:10][N:11]([C:12]([C:25]3[CH:30]=[CH:29][CH:28]=[CH:27][CH:26]=3)([C:19]3[CH:24]=[CH:23][CH:22]=[CH:21][CH:20]=3)[C:13]3[CH:18]=[CH:17][CH:16]=[CH:15][CH:14]=3)[C:4]=2[CH:3]=1.C1C(=O)N([Br:40])C(=O)C1, predict the reaction product. (3) Given the reactants [CH:1]([C:3]1[C:4]([O:14][CH2:15][C:16]2[CH:39]=[CH:38][C:19]([O:20][CH2:21][C:22]3[N:23]=[C:24]([C:28]4[CH:37]=[CH:36][CH:35]=[CH:34][C:29]=4[C:30]([O:32][CH3:33])=[O:31])[O:25][C:26]=3[CH3:27])=[C:18]([O:40][CH3:41])[CH:17]=2)=[N:5][N:6]([C:8]2[CH:13]=[CH:12][CH:11]=[CH:10][CH:9]=2)[CH:7]=1)=O.[CH2:42]([P:51](=[O:58])([O:55][CH2:56][CH3:57])[O:52][CH2:53][CH3:54])P(=O)(OCC)OCC.CN(C)C=O.[H-].[Na+], predict the reaction product. The product is: [CH2:56]([O:55][P:51](/[CH:42]=[CH:1]/[C:3]1[C:4]([O:14][CH2:15][C:16]2[CH:39]=[CH:38][C:19]([O:20][CH2:21][C:22]3[N:23]=[C:24]([C:28]4[CH:37]=[CH:36][CH:35]=[CH:34][C:29]=4[C:30]([O:32][CH3:33])=[O:31])[O:25][C:26]=3[CH3:27])=[C:18]([O:40][CH3:41])[CH:17]=2)=[N:5][N:6]([C:8]2[CH:9]=[CH:10][CH:11]=[CH:12][CH:13]=2)[CH:7]=1)([O:52][CH2:53][CH3:54])=[O:58])[CH3:57].